This data is from Forward reaction prediction with 1.9M reactions from USPTO patents (1976-2016). The task is: Predict the product of the given reaction. (1) Given the reactants [CH3:1][S:2]([N:5]1[CH2:10][CH2:9][N:8]([C:11]2[CH:16]=[CH:15][C:14]([N+:17]([O-])=O)=[CH:13][N:12]=2)[CH2:7][CH2:6]1)(=[O:4])=[O:3], predict the reaction product. The product is: [CH3:1][S:2]([N:5]1[CH2:6][CH2:7][N:8]([C:11]2[N:12]=[CH:13][C:14]([NH2:17])=[CH:15][CH:16]=2)[CH2:9][CH2:10]1)(=[O:4])=[O:3]. (2) Given the reactants Br[C:2]1[CH:3]=[C:4]2[C:9](=[CH:10][CH:11]=1)[C:8](=[O:12])[NH:7][CH2:6][CH2:5]2.[CH:13]1(B(O)O)[CH2:15][CH2:14]1, predict the reaction product. The product is: [CH:13]1([C:2]2[CH:3]=[C:4]3[C:9](=[CH:10][CH:11]=2)[C:8](=[O:12])[NH:7][CH2:6][CH2:5]3)[CH2:15][CH2:14]1. (3) Given the reactants Cl.[NH2:2][C:3]1[CH:8]=[CH:7][C:6]([C:9]2[C:17]3[C:16]([NH2:18])=[N:15][CH:14]=[N:13][C:12]=3[N:11]([CH:19]3[CH2:28][CH2:27][C:22]4(OCC[O:23]4)[CH2:21][CH2:20]3)[CH:10]=2)=[CH:5][C:4]=1[F:29].CO, predict the reaction product. The product is: [NH2:18][C:16]1[C:17]2[C:9]([C:6]3[CH:7]=[CH:8][C:3]([NH2:2])=[C:4]([F:29])[CH:5]=3)=[CH:10][N:11]([CH:19]3[CH2:20][CH2:21][C:22](=[O:23])[CH2:27][CH2:28]3)[C:12]=2[N:13]=[CH:14][N:15]=1. (4) Given the reactants Cl[C:2]1[CH:7]=[C:6]([C:8]2[CH:13]=[CH:12][CH:11]=[CH:10][CH:9]=2)[N:5]=[C:4]([NH:14][C:15](=[O:29])[CH2:16][CH2:17][C:18]([C:20]2[CH:21]=[CH:22][C:23]3[O:27][CH2:26][CH2:25][C:24]=3[CH:28]=2)=[O:19])[CH:3]=1.C1(C2C=CC=CC=2)C=CC=CC=1P(C1CCCCC1)C1CCCCC1.C(=O)([O-])[O-].[K+].[K+].[OH:61][CH2:62][C:63]1[CH:64]=[C:65](B(O)O)[CH:66]=[CH:67][CH:68]=1, predict the reaction product. The product is: [O:27]1[C:23]2[CH:22]=[CH:21][C:20]([C:18](=[O:19])[CH2:17][CH2:16][C:15]([NH:14][C:4]3[CH:3]=[C:2]([C:67]4[CH:66]=[CH:65][CH:64]=[C:63]([CH2:62][OH:61])[CH:68]=4)[CH:7]=[C:6]([C:8]4[CH:13]=[CH:12][CH:11]=[CH:10][CH:9]=4)[N:5]=3)=[O:29])=[CH:28][C:24]=2[CH2:25][CH2:26]1.